This data is from Reaction yield outcomes from USPTO patents with 853,638 reactions. The task is: Predict the reaction yield, written as a fraction of the theoretical maximum amount of product (1.0 means a 100% yield; for example, 0.34 means a 34% yield). (1) The reactants are [Br:1][CH2:2][CH2:3][CH2:4][CH2:5][CH2:6][CH2:7][CH2:8][CH2:9][CH2:10][CH2:11][CH2:12][CH2:13][CH2:14][CH2:15][CH2:16][CH2:17][CH2:18][CH2:19][CH2:20][CH2:21]O.C1(P(C2C=CC=CC=2)C2C=CC=CC=2)C=CC=CC=1.[C:42]1(=[O:52])[NH:46][C:45](=[O:47])[C:44]2=[CH:48][CH:49]=[CH:50][CH:51]=[C:43]12.N(C(OC(C)C)=O)=NC(OC(C)C)=O. The catalyst is O1CCCC1. The product is [Br:1][CH2:2][CH2:3][CH2:4][CH2:5][CH2:6][CH2:7][CH2:8][CH2:9][CH2:10][CH2:11][CH2:12][CH2:13][CH2:14][CH2:15][CH2:16][CH2:17][CH2:18][CH2:19][CH2:20][CH2:21][N:46]1[C:45](=[O:47])[C:44]2=[CH:48][CH:49]=[CH:50][CH:51]=[C:43]2[C:42]1=[O:52]. The yield is 0.660. (2) The yield is 0.550. The reactants are [Br:1][C:2]1[CH:3]=[C:4]([C:8]2([C:16]3[CH:21]=[CH:20][CH:19]=[C:18]([OH:22])[CH:17]=3)[NH:12][C:11](=[S:13])[N:10]([CH3:14])[C:9]2=[O:15])[CH:5]=[CH:6][CH:7]=1.[CH3:23][CH:24]([S:26](Cl)(=[O:28])=[O:27])[CH3:25]. No catalyst specified. The product is [CH3:23][CH:24]([S:26]([O:22][C:18]1[CH:19]=[CH:20][CH:21]=[C:16]([C:8]2([C:4]3[CH:5]=[CH:6][CH:7]=[C:2]([Br:1])[CH:3]=3)[C:9](=[O:15])[N:10]([CH3:14])[C:11](=[S:13])[NH:12]2)[CH:17]=1)(=[O:28])=[O:27])[CH3:25].